Dataset: Reaction yield outcomes from USPTO patents with 853,638 reactions. Task: Predict the reaction yield, written as a fraction of the theoretical maximum amount of product (1.0 means a 100% yield; for example, 0.34 means a 34% yield). (1) The reactants are [OH:1][C@@H:2]1[C@H:6]([OH:7])[C@@H:5]([CH2:8][OH:9])[O:4][C@H:3]1[N:10]1[CH:18]=[N:17][C:16]2[C:11]1=[N:12][CH:13]=[N:14][C:15]=2[NH:19][C:20](=[O:27])[C:21]1[CH:26]=[CH:25][CH:24]=[CH:23][CH:22]=1.CO[C:30](OC)([CH3:32])[CH3:31].O.C1(C)C=CC(S(O)(=O)=O)=CC=1.C(=O)(O)[O-].[Na+]. The catalyst is CC(C)=O. The product is [OH:9][CH2:8][C@@H:5]1[C@H:6]2[O:7][C:30]([CH3:32])([CH3:31])[O:1][C@H:2]2[C@H:3]([N:10]2[CH:18]=[N:17][C:16]3[C:11]2=[N:12][CH:13]=[N:14][C:15]=3[NH:19][C:20](=[O:27])[C:21]2[CH:22]=[CH:23][CH:24]=[CH:25][CH:26]=2)[O:4]1. The yield is 0.590. (2) The reactants are [N:1]([CH2:4][CH2:5][C:6]1[CH:11]=[CH:10][C:9]([C:12]2[N:16]=[CH:15][N:14]([C:17]3[CH:22]=[CH:21][C:20]([O:23][C:24]([F:27])([F:26])[F:25])=[CH:19][CH:18]=3)[N:13]=2)=[CH:8][CH:7]=1)=[C:2]=[O:3].[CH2:28]([C:30]1[CH:35]=[CH:34][C:33]([CH3:36])=[CH:32][C:31]=1[NH:37][C:38]([NH2:40])=[S:39])[CH3:29].C(=O)([O-])[O-].[Cs+].[Cs+].C(=O)([O-])[O-].[K+].[K+].Br[CH2:54][CH:55](Br)[CH3:56]. The catalyst is C(#N)C.CC(=O)CC.O. The product is [CH2:28]([C:30]1[CH:35]=[CH:34][C:33]([CH3:36])=[CH:32][C:31]=1[N:37]1[CH:55]([CH3:56])[CH2:54][S:39]/[C:38]/1=[N:40]\[C:2]([NH:1][CH2:4][CH2:5][C:6]1[CH:11]=[CH:10][C:9]([C:12]2[N:16]=[CH:15][N:14]([C:17]3[CH:22]=[CH:21][C:20]([O:23][C:24]([F:26])([F:25])[F:27])=[CH:19][CH:18]=3)[N:13]=2)=[CH:8][CH:7]=1)=[O:3])[CH3:29]. The yield is 0.130. (3) The reactants are [CH2:15]([Sn:6]([CH2:7][CH2:8][CH2:9][CH3:10])([CH2:11][CH2:12][CH2:13][CH3:14])[Sn:6]([CH2:15][CH2:16][CH2:17][CH3:18])([CH2:11][CH2:12][CH2:13][CH3:14])[CH2:7][CH2:8][CH2:9][CH3:10])[CH2:16][CH2:17][CH3:18].Br[C:28]1[CH:43]=[CH:42][C:31]([C:32]([O:34][N:35]2[C:39](=[O:40])[CH2:38][CH2:37][C:36]2=[O:41])=[O:33])=[C:30]([Cl:44])[CH:29]=1. The catalyst is C1(C)C=CC=CC=1.C1C=CC([P]([Pd]([P](C2C=CC=CC=2)(C2C=CC=CC=2)C2C=CC=CC=2)([P](C2C=CC=CC=2)(C2C=CC=CC=2)C2C=CC=CC=2)[P](C2C=CC=CC=2)(C2C=CC=CC=2)C2C=CC=CC=2)(C2C=CC=CC=2)C2C=CC=CC=2)=CC=1. The product is [Cl:44][C:30]1[CH:29]=[C:28]([Sn:6]([CH2:7][CH2:8][CH2:9][CH3:10])([CH2:11][CH2:12][CH2:13][CH3:14])[CH2:15][CH2:16][CH2:17][CH3:18])[CH:43]=[CH:42][C:31]=1[C:32]([O:34][N:35]1[C:36](=[O:41])[CH2:37][CH2:38][C:39]1=[O:40])=[O:33]. The yield is 0.600. (4) The reactants are C(O)C.[CH2:4](Cl)[C:5]1[CH:10]=[CH:9][CH:8]=[CH:7][CH:6]=1.O.O.O.[CH2:15]([N:17]([CH2:21][CH3:22])[C:18](=[S:20])[S-:19])[CH3:16].[Na+]. The catalyst is O. The product is [CH2:15]([N:17]([CH2:21][CH3:22])[C:18](=[S:19])[S:20][CH2:4][C:5]1[CH:10]=[CH:9][CH:8]=[CH:7][CH:6]=1)[CH3:16]. The yield is 0.930. (5) The reactants are [C:1]([O:5][C:6]#[C:7][CH2:8][CH3:9])#[C:2][CH2:3][CH3:4].[Cl:10][S:11]([OH:14])(=O)=[O:12].[C:15](Cl)(=O)[C:16](Cl)=O.CN(C=O)C. The catalyst is ClCCl.CCCCCC. The product is [CH2:1]([O:5][C:6]1[CH:16]=[CH:15][C:9]([S:11]([Cl:10])(=[O:14])=[O:12])=[CH:8][CH:7]=1)[C:2]#[C:3][CH3:4]. The yield is 0.530. (6) The reactants are [C:1]([N:4]1[C@H:8]([C@H:9]([OH:12])CO)[C@@H:7]([OH:13])[CH2:6][NH:5]1)(=[O:3])[CH3:2].I([O-])(=O)(=O)=O.[Na+].[BH4-].[Na+]. The catalyst is C(O)C.O. The product is [C:1]([N:4]1[C@H:8]([CH2:9][OH:12])[C@@H:7]([OH:13])[CH2:6][NH:5]1)(=[O:3])[CH3:2]. The yield is 0.760. (7) The reactants are O[Li].O.C([O:6][C:7](=[O:18])[CH2:8][NH:9][C:10](=[O:17])[C:11]1[CH:16]=[CH:15][CH:14]=[CH:13][CH:12]=1)C.C1COCC1.O. The catalyst is CO. The product is [C:10]([NH:9][CH2:8][C:7]([OH:18])=[O:6])(=[O:17])[C:11]1[CH:16]=[CH:15][CH:14]=[CH:13][CH:12]=1. The yield is 0.770. (8) The reactants are N1C=CC=CC=1.Cl[C:8]([O:10][CH2:11][Cl:12])=[O:9].[C:13]([O:17][CH2:18][CH2:19][CH2:20][CH2:21][OH:22])(=[O:16])[CH:14]=[CH2:15]. The catalyst is ClCCl. The product is [C:8](=[O:9])([O:22][CH2:21][CH2:20][CH2:19][CH2:18][O:17][C:13](=[O:16])[CH:14]=[CH2:15])[O:10][CH2:11][Cl:12]. The yield is 0.740. (9) The reactants are [Br:1][C:2]1[C:7]2[CH:8]=[C:9]([C:11]3[CH:16]=[CH:15][C:14]([OH:17])=[CH:13][CH:12]=3)[O:10][C:6]=2[CH:5]=[CH:4][C:3]=1O.[C:19](=[O:22])([O-])[O-].[K+].[K+].I[CH3:26]. The catalyst is CN(C=O)C. The product is [Br:1][C:2]1[C:7]2[CH:8]=[C:9]([C:11]3[CH:16]=[CH:15][C:14]([O:17][CH3:26])=[CH:13][CH:12]=3)[O:10][C:6]=2[CH:5]=[CH:4][C:3]=1[O:22][CH3:19]. The yield is 0.925.